Dataset: Forward reaction prediction with 1.9M reactions from USPTO patents (1976-2016). Task: Predict the product of the given reaction. (1) Given the reactants [NH:1]1[CH:5]=[CH:4][N:3]=[C:2]1[C:6]1[CH:7]=[CH:8][C:9]([CH3:30])=[C:10]([NH:12][C:13](=[O:29])[C:14]2[CH:19]=[CH:18][C:17]([O:20][CH2:21][C:22]3[CH:27]=[CH:26][CH:25]=[C:24](Br)[N:23]=3)=[CH:16][CH:15]=2)[CH:11]=1.[CH3:31][N:32]1[CH2:37][CH2:36][NH:35][CH2:34][CH2:33]1, predict the reaction product. The product is: [NH:1]1[CH:5]=[CH:4][N:3]=[C:2]1[C:6]1[CH:7]=[CH:8][C:9]([CH3:30])=[C:10]([NH:12][C:13](=[O:29])[C:14]2[CH:19]=[CH:18][C:17]([O:20][CH2:21][C:22]3[CH:27]=[CH:26][CH:25]=[C:24]([N:35]4[CH2:36][CH2:37][N:32]([CH3:31])[CH2:33][CH2:34]4)[N:23]=3)=[CH:16][CH:15]=2)[CH:11]=1. (2) Given the reactants [CH2:1]([C:3]1[CH:4]=[C:5]2[C:10](=[CH:11][C:12]=1[O:13][CH3:14])[O:9][CH:8]([C:15]([F:18])([F:17])[F:16])[C:7]([C:19]([OH:21])=[O:20])=[CH:6]2)[CH3:2].[OH-].[Na+:23], predict the reaction product. The product is: [CH2:1]([C:3]1[CH:4]=[C:5]2[C:10](=[CH:11][C:12]=1[O:13][CH3:14])[O:9][CH:8]([C:15]([F:16])([F:17])[F:18])[C:7]([C:19]([O-:21])=[O:20])=[CH:6]2)[CH3:2].[Na+:23]. (3) Given the reactants [C:1](Cl)(=O)[C:2]([Cl:4])=[O:3].[CH3:7][O:8][C:9]([C@H:11]1[CH2:16][CH2:15][C@H](C(O)=O)[CH2:13][CH2:12]1)=[O:10], predict the reaction product. The product is: [Cl:4][C:2]([C@H:1]1[CH2:15][CH2:16][C@H:11]([C:9]([O:8][CH3:7])=[O:10])[CH2:12][CH2:13]1)=[O:3]. (4) Given the reactants [Cl:1][C:2]1[C:10]2[N:9]=[C:8]3[N:11]([C:15]4[CH:20]=[CH:19][C:18]([Cl:21])=[CH:17][C:16]=4[Cl:22])[CH2:12][CH2:13][CH2:14][N:7]3[C:6]=2[C:5]([CH:23]([CH2:28][CH3:29])[CH2:24][C:25]([NH2:27])=O)=[CH:4][CH:3]=1.C(N(CC)CC)C.FC(F)(F)C(OC(=O)C(F)(F)F)=O, predict the reaction product. The product is: [Cl:1][C:2]1[C:10]2[N:9]=[C:8]3[N:11]([C:15]4[CH:20]=[CH:19][C:18]([Cl:21])=[CH:17][C:16]=4[Cl:22])[CH2:12][CH2:13][CH2:14][N:7]3[C:6]=2[C:5]([CH:23]([CH2:28][CH3:29])[CH2:24][C:25]#[N:27])=[CH:4][CH:3]=1. (5) Given the reactants [CH:1]1([NH:4][C:5](=[O:30])[CH:6]([OH:29])[CH:7]([NH:11][C:12]([C@@H:14]2[C@H:18]3[CH2:19][CH2:20][CH2:21][C@H:17]3[CH2:16][N:15]2C(OC(C)(C)C)=O)=[O:13])[CH2:8][CH2:9][CH3:10])[CH2:3][CH2:2]1.C(O)(C(F)(F)F)=O, predict the reaction product. The product is: [CH:1]1([NH:4][C:5](=[O:30])[CH:6]([OH:29])[CH:7]([NH:11][C:12]([C@@H:14]2[C@H:18]3[CH2:19][CH2:20][CH2:21][C@H:17]3[CH2:16][NH:15]2)=[O:13])[CH2:8][CH2:9][CH3:10])[CH2:3][CH2:2]1. (6) Given the reactants [CH2:1]([N:3]1[C:7]2[CH:8]=[CH:9][C:10]([C:12]3[CH:13]=[N:14][N:15]([CH2:24][CH2:25]OS(C)(=O)=O)[C:16]=3[C:17]3[CH:18]=[C:19]([CH3:23])[CH:20]=[CH:21][CH:22]=3)=[CH:11][C:6]=2[N:5]([CH2:31][CH3:32])[C:4]1=[O:33])[CH3:2].[NH:34]1[CH2:39][CH2:38][O:37][CH2:36][CH2:35]1, predict the reaction product. The product is: [CH2:1]([N:3]1[C:7]2[CH:8]=[CH:9][C:10]([C:12]3[CH:13]=[N:14][N:15]([CH2:24][CH2:25][N:34]4[CH2:39][CH2:38][O:37][CH2:36][CH2:35]4)[C:16]=3[C:17]3[CH:18]=[C:19]([CH3:23])[CH:20]=[CH:21][CH:22]=3)=[CH:11][C:6]=2[N:5]([CH2:31][CH3:32])[C:4]1=[O:33])[CH3:2]. (7) Given the reactants Cl.Cl.[Cl:3]C1C=C([CH:10]([CH:21]2[CH2:27][CH2:26][CH2:25][CH2:24][CH2:23][CH2:22]2)[CH2:11][N:12]2[CH2:17][CH2:16][CH:15]([N:18]([CH3:20])[CH3:19])[CH2:14][CH2:13]2)C=CC=1.Cl.Cl.[Cl:30][C:31]1[CH:32]=[C:33](C(C2CCCCCC2)CN2CCC(NC)CC2)[CH:34]=[CH:35][CH:36]=1, predict the reaction product. The product is: [ClH:3].[ClH:30].[Cl:30][C:31]1[CH:36]=[C:35]([CH:17]2[CH2:16][CH:15]([N:18]([CH3:19])[CH3:20])[CH2:14][CH2:13][N:12]2[CH2:11][CH2:10][CH:21]2[CH2:22][CH2:23][CH2:24][CH2:25][CH2:26][CH2:27]2)[CH:34]=[CH:33][CH:32]=1.